Dataset: Reaction yield outcomes from USPTO patents with 853,638 reactions. Task: Predict the reaction yield, written as a fraction of the theoretical maximum amount of product (1.0 means a 100% yield; for example, 0.34 means a 34% yield). (1) The reactants are C(NC(C)C)(C)C.CC(C)([O-])C.[K+].C([Li])CCC.[CH3:19][C:20]1[C:21]([C:26]([OH:28])=[O:27])=[N:22][CH:23]=[CH:24][CH:25]=1.[Cl:29][C:30]1[CH:31]=[C:32]([CH:35]=[CH:36][CH:37]=1)[CH2:33]Cl.C(=O)([O-])[O-].[K+].[K+]. The catalyst is C1COCC1.O.C(N(CC)CC)C. The product is [ClH:29].[Cl:29][C:30]1[CH:31]=[C:32]([CH:35]=[CH:36][CH:37]=1)[CH2:33][CH2:19][C:20]1[C:21]([C:26]([OH:28])=[O:27])=[N:22][CH:23]=[CH:24][CH:25]=1. The yield is 0.880. (2) The reactants are [Cl:1][C:2]1[CH:10]=[C:6]([C:7]([OH:9])=O)[C:5]([OH:11])=[CH:4][CH:3]=1.[F:12][C:13]([F:26])([F:25])[C:14]1[CH:20]=[CH:19][C:18]([C:21]([F:24])([F:23])[F:22])=[CH:17][C:15]=1[NH2:16]. No catalyst specified. The product is [F:12][C:13]([F:25])([F:26])[C:14]1[CH:20]=[CH:19][C:18]([C:21]([F:23])([F:24])[F:22])=[CH:17][C:15]=1[NH:16][C:7](=[O:9])[C:6]1[CH:10]=[C:2]([Cl:1])[CH:3]=[CH:4][C:5]=1[OH:11]. The yield is 0.0360. (3) The reactants are [S:1]1[CH:5]=[CH:4][N:3]=[C:2]1[N:6]1[CH2:11][CH2:10][O:9][CH2:8][CH2:7]1.[F:12][C:13]([F:24])([F:23])[C:14](O[C:14](=[O:15])[C:13]([F:24])([F:23])[F:12])=[O:15].C(=O)(O)[O-].[Na+]. The catalyst is C(Cl)Cl. The product is [F:12][C:13]([F:24])([F:23])[C:14]([C:5]1[S:1][C:2]([N:6]2[CH2:7][CH2:8][O:9][CH2:10][CH2:11]2)=[N:3][CH:4]=1)=[O:15]. The yield is 0.870. (4) The reactants are [Cl-:1].[Cl-].[N+]([C:6]1[CH:11]=[C:10]([N+]([O-])=O)[CH:9]=[CH:8][C:7]=1[N+:15]1[CH:20]=[CH:19][C:18]([C:21]2[CH:26]=[CH:25][N+](C3C=CC([N+]([O-])=O)=CC=3[N+]([O-])=O)=[CH:23][CH:22]=2)=[CH:17][CH:16]=1)([O-])=O.[C:39]([C:43]1[CH:49]=[CH:48][CH:47]=[CH:46][C:44]=1[NH2:45])([CH3:42])([CH3:41])[CH3:40]. The catalyst is O. The product is [Cl-:1].[Cl-:1].[C:39]([C:43]1[CH:49]=[CH:48][CH:47]=[CH:46][C:44]=1[N+:45]1[CH:23]=[CH:22][C:21]([C:18]2[CH:17]=[CH:16][N+:15]([C:7]3[CH:8]=[CH:9][CH:10]=[CH:11][C:6]=3[C:18]([CH3:21])([CH3:19])[CH3:17])=[CH:20][CH:19]=2)=[CH:26][CH:25]=1)([CH3:42])([CH3:40])[CH3:41]. The yield is 0.440. (5) The reactants are [I-:1].[K+].CS(O[CH:8]1[CH2:11][N:10]([C:12]([O:14][C:15]([CH3:18])([CH3:17])[CH3:16])=[O:13])[CH2:9]1)(=O)=O. The catalyst is CS(C)=O.C(OCC)C.O. The product is [I:1][CH:8]1[CH2:11][N:10]([C:12]([O:14][C:15]([CH3:18])([CH3:17])[CH3:16])=[O:13])[CH2:9]1. The yield is 0.680. (6) The reactants are [Mg].II.Br[CH2:5][CH2:6]Br.Br[C:9]1[CH:14]=[CH:13][C:12]([C:15]2[CH:20]=[CH:19][CH:18]=[CH:17][CH:16]=2)=[CH:11][CH:10]=1.[P:21]([O-:28])(OCC)OCC.Cl. The catalyst is C1COCC1.C1(C)C=CC=CC=1. The product is [C:9]1([C:6]2[CH:5]=[CH:17][CH:16]=[CH:15][CH:20]=2)[CH:14]=[CH:13][C:12]([PH:21](=[O:28])[C:9]2[CH:14]=[CH:13][C:12]([C:15]3[CH:20]=[CH:19][CH:18]=[CH:17][CH:16]=3)=[CH:11][CH:10]=2)=[CH:11][CH:10]=1. The yield is 0.658. (7) The reactants are [Br:1][C:2]1[CH:11]=[C:10]2[C:5]([CH2:6][CH2:7][CH2:8][C:9]2([CH3:13])[CH3:12])=[CH:4][CH:3]=1.C([O:18]O)(C)(C)C. The catalyst is ClCCl.O.[O-2].[Cr+6].[O-2].[O-2]. The product is [Br:1][C:2]1[CH:11]=[C:10]2[C:5](=[CH:4][CH:3]=1)[C:6](=[O:18])[CH2:7][CH2:8][C:9]2([CH3:13])[CH3:12]. The yield is 0.790. (8) The reactants are [C:1]([O:5][C:6]([N:8]1[C:16]2[C:11](=[CH:12][CH:13]=[C:14]([OH:17])[CH:15]=2)[CH:10]=[C:9]1[C:18]1[CH:23]=[C:22]([C:24]2[CH:29]=[CH:28][N:27]=[CH:26][CH:25]=2)[N:21]=[N:20][C:19]=1[O:30][CH3:31])=[O:7])([CH3:4])([CH3:3])[CH3:2].C1(P(C2C=CC=CC=2)C2C=CC=CC=2)C=CC=CC=1.[CH3:51][N:52]([CH3:56])[CH2:53][CH2:54]O.N(C(OCC)=O)=NC(OCC)=O. The catalyst is C1(C)C=CC=CC=1.C1COCC1. The product is [C:1]([O:5][C:6]([N:8]1[C:16]2[C:11](=[CH:12][CH:13]=[C:14]([O:17][CH2:54][CH2:53][N:52]([CH3:56])[CH3:51])[CH:15]=2)[CH:10]=[C:9]1[C:18]1[CH:23]=[C:22]([C:24]2[CH:25]=[CH:26][N:27]=[CH:28][CH:29]=2)[N:21]=[N:20][C:19]=1[O:30][CH3:31])=[O:7])([CH3:4])([CH3:3])[CH3:2]. The yield is 0.430.